From a dataset of Reaction yield outcomes from USPTO patents with 853,638 reactions. Predict the reaction yield, written as a fraction of the theoretical maximum amount of product (1.0 means a 100% yield; for example, 0.34 means a 34% yield). (1) The reactants are Cl[C:2]([O:4][CH2:5][C:6]([Cl:9])([Cl:8])[Cl:7])=[O:3].[NH2:10][C:11]1[N:15]([C:16]2[CH:17]=[C:18]([S:22][CH2:23][CH2:24][OH:25])[CH:19]=[CH:20][CH:21]=2)[N:14]=[C:13]([C:26]([CH3:29])([CH3:28])[CH3:27])[CH:12]=1.CCN(C(C)C)C(C)C. The catalyst is C1COCC1. The product is [Cl:7][C:6]([Cl:9])([Cl:8])[CH2:5][O:4][C:2](=[O:3])[NH:10][C:11]1[N:15]([C:16]2[CH:21]=[CH:20][CH:19]=[C:18]([S:22][CH2:23][CH2:24][OH:25])[CH:17]=2)[N:14]=[C:13]([C:26]([CH3:29])([CH3:28])[CH3:27])[CH:12]=1. The yield is 1.00. (2) The reactants are [F:1][C:2]1[CH:3]=[C:4]([CH:8]=[C:9]([I:12])[C:10]=1[CH3:11])[C:5]([NH2:7])=[O:6].CO[C:15]([N:19]([CH3:21])[CH3:20])(OC)[CH3:16]. No catalyst specified. The product is [CH3:20][N:19]([CH3:21])/[C:15](=[N:7]/[C:5](=[O:6])[C:4]1[CH:8]=[C:9]([I:12])[C:10]([CH3:11])=[C:2]([F:1])[CH:3]=1)/[CH3:16]. The yield is 1.00. (3) The reactants are Cl[C:2]1[N:7]=[C:6]([C:8]([NH2:10])=[O:9])[C:5]([CH3:11])=[N:4][C:3]=1[CH3:12].[F:13][C:14]1[CH:19]=[C:18](B2OC(C)(C)C(C)(C)O2)[CH:17]=[CH:16][C:15]=1[OH:29].P([O-])([O-])([O-])=O.[K+].[K+].[K+].C(O)C. The catalyst is COCCOC.C1C=CC(P(C2C=CC=CC=2)[C-]2C=CC=C2)=CC=1.C1C=CC(P(C2C=CC=CC=2)[C-]2C=CC=C2)=CC=1.Cl[Pd]Cl.[Fe+2].C(Cl)Cl.O. The product is [F:13][C:14]1[CH:19]=[C:18]([C:2]2[N:7]=[C:6]([C:8]([NH2:10])=[O:9])[C:5]([CH3:11])=[N:4][C:3]=2[CH3:12])[CH:17]=[CH:16][C:15]=1[OH:29]. The yield is 0.696. (4) The yield is 0.790. The reactants are [Cl:1][C:2]1[C:3]([CH3:10])=[CH:4][C:5](I)=[C:6]([CH:8]=1)[NH2:7].[CH2:11]([Si:13]([CH2:21][CH3:22])([CH2:19][CH3:20])[C:14]#[C:15][CH2:16][CH2:17][OH:18])[CH3:12].[Cl-].[Li+].C(=O)([O-])[O-].[Na+].[Na+]. The product is [Cl:1][C:2]1[CH:8]=[C:6]2[C:5]([C:15]([CH2:16][CH2:17][OH:18])=[C:14]([Si:13]([CH2:19][CH3:20])([CH2:21][CH3:22])[CH2:11][CH3:12])[NH:7]2)=[CH:4][C:3]=1[CH3:10]. The catalyst is CN(C=O)C.C1(P([C-]2C=CC=C2)C2C=CC=CC=2)C=CC=CC=1.[C-]1(P(C2C=CC=CC=2)C2C=CC=CC=2)C=CC=C1.[Fe+2].[Pd](Cl)Cl. (5) The reactants are [OH-].[Na+].C[O:4][C:5](=[O:41])[C@H:6]([NH2:40])[C:7]1[CH:12]=[CH:11][C:10]([C:13]2[CH:18]=[CH:17][C:16]([C:19]([CH2:37][CH3:38])([C:22]3[CH:27]=[CH:26][C:25]([CH2:28][CH2:29][CH:30]([OH:35])[C:31]([CH3:34])([CH3:33])[CH3:32])=[C:24]([CH3:36])[CH:23]=3)[CH2:20][CH3:21])=[CH:15][C:14]=2[CH3:39])=[CH:9][CH:8]=1. The catalyst is CO.O1CCCC1. The product is [NH2:40][C@H:6]([C:7]1[CH:8]=[CH:9][C:10]([C:13]2[CH:18]=[CH:17][C:16]([C:19]([CH2:20][CH3:21])([C:22]3[CH:27]=[CH:26][C:25]([CH2:28][CH2:29][CH:30]([OH:35])[C:31]([CH3:32])([CH3:33])[CH3:34])=[C:24]([CH3:36])[CH:23]=3)[CH2:37][CH3:38])=[CH:15][C:14]=2[CH3:39])=[CH:11][CH:12]=1)[C:5]([OH:41])=[O:4]. The yield is 0.940. (6) The reactants are [CH:1]1([CH2:7][C@H:8]([NH:12][C:13]([N:15]2[CH2:20][CH2:19][CH2:18][CH:17]([CH:21]([C:29]3[CH:34]=[CH:33][CH:32]=[CH:31][CH:30]=3)[CH2:22][CH2:23][CH2:24][CH2:25][O:26][CH2:27][CH3:28])[CH2:16]2)=[O:14])[CH2:9][NH:10][CH3:11])[CH2:6][CH2:5][CH2:4][CH2:3][CH2:2]1.C([O-])([O-])=O.[K+].[K+].[CH3:53][C:52]([O:51][C:49](O[C:49]([O:51][C:52]([CH3:55])([CH3:54])[CH3:53])=[O:50])=[O:50])([CH3:55])[CH3:54]. The catalyst is CC(C)=O. The product is [CH2:27]([O:26][CH2:25][CH2:24][CH2:23][CH2:22][C@H:21]([C@@H:17]1[CH2:18][CH2:19][CH2:20][N:15]([C:13]([NH:12][C@@H:8]([CH2:7][CH:1]2[CH2:6][CH2:5][CH2:4][CH2:3][CH2:2]2)[CH2:9][N:10]([CH3:11])[C:49](=[O:50])[O:51][C:52]([CH3:53])([CH3:54])[CH3:55])=[O:14])[CH2:16]1)[C:29]1[CH:30]=[CH:31][CH:32]=[CH:33][CH:34]=1)[CH3:28]. The yield is 0.170. (7) The reactants are CCN(C(C)C)C(C)C.Cl.[NH2:11][CH2:12][C:13]([N:15]1[CH2:20][CH2:19][N:18]([C:21](=[O:32])[C:22]2[CH:27]=[CH:26][CH:25]=[CH:24][C:23]=2[C:28]([F:31])([F:30])[F:29])[CH2:17][CH2:16]1)=[O:14].C1C=CC2N(O)N=NC=2C=1.CCN=C=NCCCN(C)C.[F:54][C:55]1[CH:60]=[CH:59][CH:58]=[C:57]([F:61])[C:56]=1[C:62]1[CH:67]=[CH:66][C:65]([C:68](O)=[O:69])=[CH:64][CH:63]=1. The catalyst is CN(C=O)C.O. The product is [O:14]=[C:13]([N:15]1[CH2:16][CH2:17][N:18]([C:21](=[O:32])[C:22]2[CH:27]=[CH:26][CH:25]=[CH:24][C:23]=2[C:28]([F:31])([F:29])[F:30])[CH2:19][CH2:20]1)[CH2:12][NH:11][C:68]([C:65]1[CH:64]=[CH:63][C:62]([C:56]2[C:57]([F:61])=[CH:58][CH:59]=[CH:60][C:55]=2[F:54])=[CH:67][CH:66]=1)=[O:69]. The yield is 0.358.